Dataset: Peptide-MHC class I binding affinity with 185,985 pairs from IEDB/IMGT. Task: Regression. Given a peptide amino acid sequence and an MHC pseudo amino acid sequence, predict their binding affinity value. This is MHC class I binding data. (1) The peptide sequence is QAKTKNFTI. The MHC is HLA-A02:01 with pseudo-sequence HLA-A02:01. The binding affinity (normalized) is 0.238. (2) The peptide sequence is ITLEDSSGNLL. The MHC is HLA-A02:03 with pseudo-sequence HLA-A02:03. The binding affinity (normalized) is 0.265. (3) The peptide sequence is ASPILRFLY. The MHC is HLA-A30:01 with pseudo-sequence HLA-A30:01. The binding affinity (normalized) is 0.